This data is from Forward reaction prediction with 1.9M reactions from USPTO patents (1976-2016). The task is: Predict the product of the given reaction. (1) Given the reactants C(O)C.[OH:4][CH2:5][CH2:6][O:7][C:8]1[CH:9]=[C:10]([CH:13]=[CH:14][CH:15]=1)[CH:11]=O.[C:16]([C:19]1[C:20](=[O:26])[NH:21][C:22]([CH3:25])=[CH:23][CH:24]=1)(=[O:18])[CH3:17].[OH-].[Na+], predict the reaction product. The product is: [OH:4][CH2:5][CH2:6][O:7][C:8]1[CH:9]=[C:10]([CH:11]=[CH:17][C:16]([C:19]2[C:20](=[O:26])[NH:21][C:22]([CH3:25])=[CH:23][CH:24]=2)=[O:18])[CH:13]=[CH:14][CH:15]=1. (2) The product is: [NH2:1][C:2]([CH2:14][F:15])([CH2:6][C:7]1[CH:12]=[CH:11][CH:10]=[C:9]([OH:13])[CH:8]=1)[C:3]([O:5][CH3:20])=[O:4]. Given the reactants [NH2:1][C:2]([CH2:14][F:15])([CH2:6][C:7]1[CH:12]=[CH:11][CH:10]=[C:9]([OH:13])[CH:8]=1)[C:3]([OH:5])=[O:4].S(Cl)(Cl)=O.[CH3:20]O, predict the reaction product. (3) Given the reactants Cl[C:2]1[C:7](C(OCC)=O)=[CH:6][N:5]=[CH:4][N:3]=1.C1O[C:20]2[CH:19]=[CH:18][C:17]([OH:22])=[CH:16][C:15]=2O1.[C:23](=O)([O-:25])[O-:24].[Cs+].[Cs+].[H-].[Na+], predict the reaction product. The product is: [CH2:23]1[O:25][C:7]2[C:2](=[N:3][C:4]([O:22][C:17]3[CH:18]=[CH:19][CH:20]=[CH:15][CH:16]=3)=[N:5][CH:6]=2)[O:24]1. (4) Given the reactants [F:1][C:2]1[C:7]([F:8])=[CH:6][CH:5]=[CH:4][C:3]=1[CH2:9][OH:10].Cl[C:12]1[CH:23]=[C:16]2[N:17]([CH3:22])[C@@H:18]([CH3:21])[CH2:19][CH2:20][N:15]2[C:14](=[O:24])[N:13]=1, predict the reaction product. The product is: [F:1][C:2]1[C:7]([F:8])=[CH:6][CH:5]=[CH:4][C:3]=1[CH2:9][O:10][C:12]1[CH:23]=[C:16]2[N:17]([CH3:22])[C@@H:18]([CH3:21])[CH2:19][CH2:20][N:15]2[C:14](=[O:24])[N:13]=1. (5) Given the reactants [CH2:1]1[CH2:6][CH2:5][C:4]([CH2:11][NH2:12])([CH2:7][C:8]([OH:10])=[O:9])[CH2:3][CH2:2]1.C(N(CC)CC)C.Cl[Si](C)(C)C.Cl[C:26]([O:28][CH:29]([Cl:31])[CH3:30])=[O:27], predict the reaction product. The product is: [Cl:31][CH:29]([O:28][C:26]([NH:12][CH2:11][C:4]1([CH2:7][C:8]([OH:10])=[O:9])[CH2:3][CH2:2][CH2:1][CH2:6][CH2:5]1)=[O:27])[CH3:30]. (6) Given the reactants O.[C:2]([OH:14])(=[O:13])[CH2:3][C:4]([CH2:9][C:10]([OH:12])=[O:11])([C:6]([OH:8])=[O:7])[OH:5], predict the reaction product. The product is: [C:2]([OH:14])(=[O:13])[CH2:3][C:4]([CH2:9][C:10]([OH:12])=[O:11])([C:6]([OH:8])=[O:7])[OH:5]. (7) Given the reactants Cl.[NH:2]1[CH2:5][CH:4]([C:6]([O:8][CH3:9])=[O:7])[CH2:3]1.CN1CCOCC1.F[C:18]1[CH:23]=[CH:22][C:21]([N+:24]([O-:26])=[O:25])=[CH:20][CH:19]=1.O, predict the reaction product. The product is: [N+:24]([C:21]1[CH:22]=[CH:23][C:18]([N:2]2[CH2:5][CH:4]([C:6]([O:8][CH3:9])=[O:7])[CH2:3]2)=[CH:19][CH:20]=1)([O-:26])=[O:25]. (8) Given the reactants [F:1][CH:2]1[CH2:3][N:4]([C:14]2[C:15]([N+:20]([O-:22])=[O:21])=[N:16][CH:17]=[CH:18][CH:19]=2)[CH2:5][CH2:6]/[C:7]/1=[CH:8]/[C:9]([O:11][CH2:12][CH3:13])=[O:10].[NH3:23], predict the reaction product. The product is: [NH2:23][C:7]1([CH2:8][C:9]([O:11][CH2:12][CH3:13])=[O:10])[CH2:6][CH2:5][N:4]([C:14]2[C:15]([N+:20]([O-:22])=[O:21])=[N:16][CH:17]=[CH:18][CH:19]=2)[CH2:3][CH:2]1[F:1]. (9) Given the reactants [NH2:1][C:2]1[CH:7]=[C:6]([NH:8][C:9]([O:11][CH3:12])=[O:10])[CH:5]=[CH:4][C:3]=1[C:13]1[N:14]=[C:15]([C@@H:26]([NH:30][C:31](=[O:37])[O:32][C:33]([CH3:36])([CH3:35])[CH3:34])[CH2:27][CH:28]=[CH2:29])[N:16]([CH2:18][O:19][CH2:20][CH2:21][Si:22]([CH3:25])([CH3:24])[CH3:23])[CH:17]=1.[CH3:38][C@H:39]([CH:43]=[CH2:44])[C:40](O)=[O:41].CCN(C(C)C)C(C)C.CCCP1(OP(CCC)(=O)OP(CCC)(=O)O1)=O, predict the reaction product. The product is: [CH3:12][O:11][C:9]([NH:8][C:6]1[CH:5]=[CH:4][C:3]([C:13]2[N:14]=[C:15]([C@@H:26]([NH:30][C:31](=[O:37])[O:32][C:33]([CH3:36])([CH3:35])[CH3:34])[CH2:27][CH:28]=[CH2:29])[N:16]([CH2:18][O:19][CH2:20][CH2:21][Si:22]([CH3:25])([CH3:24])[CH3:23])[CH:17]=2)=[C:2]([NH:1][C:40](=[O:41])[C@H:39]([CH3:38])[CH:43]=[CH2:44])[CH:7]=1)=[O:10]. (10) The product is: [CH3:12][CH:13]1[CH2:18][CH2:17][N:16]([C:19]([O:11][C:4]2[C:3]3[C:7](=[CH:8][CH:9]=[CH:10][C:2]=3[F:1])[NH:6][N:5]=2)=[O:20])[CH2:15][CH2:14]1. Given the reactants [F:1][C:2]1[CH:10]=[CH:9][CH:8]=[C:7]2[C:3]=1[C:4]([OH:11])=[N:5][NH:6]2.[CH3:12][CH:13]1[CH2:18][CH2:17][N:16]([C:19](Cl)=[O:20])[CH2:15][CH2:14]1, predict the reaction product.